From a dataset of Full USPTO retrosynthesis dataset with 1.9M reactions from patents (1976-2016). Predict the reactants needed to synthesize the given product. (1) Given the product [Cl:35][C:33]1[CH:32]=[CH:31][C:30]([N:36]2[CH:40]=[N:39][N:38]=[N:37]2)=[C:29]([C:24]2[CH:23]=[C:22]3[N:27]([C@H:19]([C:17]4[NH:18][C:14]([C:11]5[CH:10]=[CH:9][C:8]([CH2:7][NH:6][C:41](=[O:43])[CH3:42])=[CH:13][CH:12]=5)=[CH:15][N:16]=4)[CH2:20][CH2:21]3)[C:26](=[O:28])[CH:25]=2)[CH:34]=1, predict the reactants needed to synthesize it. The reactants are: ClCCl.Cl.Cl.[NH2:6][CH2:7][C:8]1[CH:13]=[CH:12][C:11]([C:14]2[NH:18][C:17]([C@H:19]3[N:27]4[C:22](=[CH:23][C:24]([C:29]5[CH:34]=[C:33]([Cl:35])[CH:32]=[CH:31][C:30]=5[N:36]5[CH:40]=[N:39][N:38]=[N:37]5)=[CH:25][C:26]4=[O:28])[CH2:21][CH2:20]3)=[N:16][CH:15]=2)=[CH:10][CH:9]=1.[C:41](OC(=O)C)(=[O:43])[CH3:42].Cl. (2) Given the product [Cl:1][C:2]1[C:7]2[C:8]([I:11])=[N:9][NH:10][C:6]=2[CH:5]=[CH:4][N:3]=1, predict the reactants needed to synthesize it. The reactants are: [Cl:1][C:2]1[C:7]2[CH:8]=[N:9][NH:10][C:6]=2[CH:5]=[CH:4][N:3]=1.[I:11]I.[OH-].[K+]. (3) The reactants are: [NH2:1][CH2:2][C@@H:3]([OH:20])[C@@H:4]([NH:12][C:13](=[O:19])[O:14][C:15]([CH3:18])([CH3:17])[CH3:16])[CH2:5][C:6]1[CH:11]=[CH:10][CH:9]=[CH:8][CH:7]=1.[CH:21]([C:23]1[CH:24]=[C:25]([CH:30]=[C:31]([O:33][CH3:34])[CH:32]=1)[C:26]([O:28][CH3:29])=[O:27])=O.[BH-](OC(C)=O)(OC(C)=O)OC(C)=O.[Na+]. Given the product [C:15]([O:14][C:13]([NH:12][C@@H:4]([CH2:5][C:6]1[CH:11]=[CH:10][CH:9]=[CH:8][CH:7]=1)[C@H:3]([OH:20])[CH2:2][NH:1][CH2:21][C:23]1[CH:24]=[C:25]([CH:30]=[C:31]([O:33][CH3:34])[CH:32]=1)[C:26]([O:28][CH3:29])=[O:27])=[O:19])([CH3:17])([CH3:16])[CH3:18], predict the reactants needed to synthesize it.